Dataset: Catalyst prediction with 721,799 reactions and 888 catalyst types from USPTO. Task: Predict which catalyst facilitates the given reaction. (1) Reactant: [C:1]([C:5]1[CH:10]=[CH:9][C:8]([C:11]2[CH:12]=[C:13]3[C:17](=[CH:18][CH:19]=2)[N:16]([C:20]2[CH:25]=[CH:24][C:23]([O:26][CH:27]4[CH2:31][CH2:30][CH2:29][CH2:28]4)=[CH:22][CH:21]=2)[C:15]([CH2:32][OH:33])=[CH:14]3)=[CH:7][CH:6]=1)([CH3:4])([CH3:3])[CH3:2]. Product: [C:1]([C:5]1[CH:10]=[CH:9][C:8]([C:11]2[CH:12]=[C:13]3[C:17](=[CH:18][CH:19]=2)[N:16]([C:20]2[CH:21]=[CH:22][C:23]([O:26][CH:27]4[CH2:31][CH2:30][CH2:29][CH2:28]4)=[CH:24][CH:25]=2)[C:15]([CH:32]=[O:33])=[CH:14]3)=[CH:7][CH:6]=1)([CH3:4])([CH3:2])[CH3:3]. The catalyst class is: 177. (2) Reactant: S(=O)(=O)(O)O.[H-].[Al+3].[Li+].[H-].[H-].[H-].[CH2:12]([N:15]([CH:19]([C:22]1[CH:27]=[CH:26][C:25]([S:28]([CH2:31][CH2:32][CH3:33])(=[O:30])=[O:29])=[CH:24][CH:23]=1)[C:20]#[N:21])[CH2:16][CH:17]=[CH2:18])[CH:13]=[CH2:14].O.O.O.O.O.O.O.O.O.O.S([O-])([O-])(=O)=O.[Na+].[Na+]. Product: [CH2:16]([N:15]([CH2:12][CH:13]=[CH2:14])[CH:19]([C:22]1[CH:23]=[CH:24][C:25]([S:28]([CH2:31][CH2:32][CH3:33])(=[O:29])=[O:30])=[CH:26][CH:27]=1)[CH2:20][NH2:21])[CH:17]=[CH2:18]. The catalyst class is: 1.